The task is: Predict which catalyst facilitates the given reaction.. This data is from Catalyst prediction with 721,799 reactions and 888 catalyst types from USPTO. (1) Reactant: [Cl:1][C:2]1[C:11]2[CH2:10][CH2:9][CH:8]([CH:12]=C)[CH2:7][C:6]=2[N:5]=[CH:4][N:3]=1.[BH4-].[Na+].C[OH:17]. Product: [Cl:1][C:2]1[C:11]2[CH2:10][CH2:9][CH:8]([CH2:12][OH:17])[CH2:7][C:6]=2[N:5]=[CH:4][N:3]=1. The catalyst class is: 4. (2) Reactant: [NH:1]([C:8](=[O:43])[C:9]([C:20]1[CH:42]=[CH:41][C:23]([C:24]([NH:26][C:27]2[CH:32]=[CH:31][CH:30]=[CH:29][C:28]=2[NH:33]C(=O)OC(C)(C)C)=[O:25])=[CH:22][CH:21]=1)([C:11]([NH:13][C:14]1[CH:19]=[CH:18][CH:17]=[CH:16][CH:15]=1)=[O:12])[CH3:10])[C:2]1[CH:7]=[CH:6][CH:5]=[CH:4][CH:3]=1.FC(F)(F)C(O)=O. Product: [NH2:33][C:28]1[CH:29]=[CH:30][CH:31]=[CH:32][C:27]=1[NH:26][C:24]([C:23]1[CH:41]=[CH:42][C:20]([C:9]([CH3:10])([C:8]([NH:1][C:2]2[CH:3]=[CH:4][CH:5]=[CH:6][CH:7]=2)=[O:43])[C:11]([NH:13][C:14]2[CH:19]=[CH:18][CH:17]=[CH:16][CH:15]=2)=[O:12])=[CH:21][CH:22]=1)=[O:25]. The catalyst class is: 2. (3) Reactant: [CH3:1][N:2]1[C:6]([C:7]2[CH:8]=[C:9]([CH:11]=[CH:12][CH:13]=2)[NH2:10])=[CH:5][N:4]=[C:3]1[CH3:14].Cl[C:16]1[C:25]2[CH2:24][CH2:23][C:22]3[S:26][CH:27]=[CH:28][C:21]=3[C:20]=2[N:19]=[CH:18][N:17]=1. Product: [CH3:1][N:2]1[C:6]([C:7]2[CH:8]=[C:9]([NH:10][C:16]3[C:25]4[CH2:24][CH2:23][C:22]5[S:26][CH:27]=[CH:28][C:21]=5[C:20]=4[N:19]=[CH:18][N:17]=3)[CH:11]=[CH:12][CH:13]=2)=[CH:5][N:4]=[C:3]1[CH3:14]. The catalyst class is: 33. (4) Reactant: [CH2:1]([O:3][C:4]([C:6]1[N:10]([CH:11]2[CH2:16][CH2:15][N:14](C(OC(C)(C)C)=O)[CH2:13][CH2:12]2)[N:9]=[C:8]([C:24]([F:27])([F:26])[F:25])[CH:7]=1)=[O:5])[CH3:2].C(O)(C(F)(F)F)=O. Product: [NH:14]1[CH2:15][CH2:16][CH:11]([N:10]2[C:6]([C:4]([O:3][CH2:1][CH3:2])=[O:5])=[CH:7][C:8]([C:24]([F:25])([F:26])[F:27])=[N:9]2)[CH2:12][CH2:13]1. The catalyst class is: 2. (5) The catalyst class is: 5. Product: [N:1]1[O:2][N:3]=[C:4]2[C:9]([CH:10]3[C:15]([C:16]#[N:17])=[C:14]([CH:18]4[CH2:19][CH2:20][N:21]([CH3:29])[CH2:22][CH2:23]4)[NH:13][C:12]4=[N:24][NH:25][CH:26]=[C:11]34)=[CH:8][CH:7]=[CH:6][C:5]=12. Reactant: [N:1]1[O:2][N:3]=[C:4]2[C:9]([CH:10]3[C:15]([C:16]#[N:17])=[C:14]([CH:18]4[CH2:23][CH2:22][NH:21][CH2:20][CH2:19]4)[NH:13][C:12]4=[N:24][NH:25][CH:26]=[C:11]34)=[CH:8][CH:7]=[CH:6][C:5]=12.C=O.[C:29]([BH3-])#N.[Na+].C(O)(=O)C. (6) Reactant: Cl[C:2]1[N:7]=[C:6]([Cl:8])[N:5]=[C:4]([O:9][CH2:10][C@H:11]2[CH2:13][C@H:12]2[C:14]#[N:15])[N:3]=1.Cl.[NH:17]1[CH2:22][CH2:21][CH:20]([C:23]2[C:31]3[C:26](=[N:27][CH:28]=[CH:29][N:30]=3)[NH:25][N:24]=2)[CH2:19][CH2:18]1.CCN(C(C)C)C(C)C.CO. Product: [Cl:8][C:6]1[N:7]=[C:2]([N:17]2[CH2:22][CH2:21][CH:20]([C:23]3[C:31]4[C:26](=[N:27][CH:28]=[CH:29][N:30]=4)[NH:25][N:24]=3)[CH2:19][CH2:18]2)[N:3]=[C:4]([O:9][CH2:10][C@H:11]2[CH2:13][C@H:12]2[C:14]#[N:15])[N:5]=1. The catalyst class is: 49. (7) Reactant: [CH2:1]([N:3]1[C:7]2[CH:8]=[CH:9][C:10]([N:12]3[CH:17]=[C:16]([C:18]([O:20][CH2:21][CH3:22])=[O:19])[C:15](=[O:23])[NH:14][C:13]3=[O:24])=[CH:11][C:6]=2[N:5]=[CH:4]1)[CH3:2].Br[CH2:26][C:27]1[CH:32]=[CH:31][CH:30]=[C:29]([C:33]([F:36])([F:35])[F:34])[C:28]=1[CH3:37].C(=O)([O-])[O-].[K+].[K+].[I-].[K+]. Product: [CH2:1]([N:3]1[C:7]2[CH:8]=[CH:9][C:10]([N:12]3[CH:17]=[C:16]([C:18]([O:20][CH2:21][CH3:22])=[O:19])[C:15](=[O:23])[N:14]([CH2:26][C:27]4[CH:32]=[CH:31][CH:30]=[C:29]([C:33]([F:34])([F:35])[F:36])[C:28]=4[CH3:37])[C:13]3=[O:24])=[CH:11][C:6]=2[N:5]=[CH:4]1)[CH3:2]. The catalyst class is: 18. (8) Reactant: [N-:1]=[N+:2]=[N-:3].[Na+].CS(O[CH2:10][C@@H:11]([NH:23][C:24]([O:26][C:27]([CH3:30])([CH3:29])[CH3:28])=[O:25])[CH2:12][CH2:13][CH2:14][NH:15][C:16]([O:18][C:19]([CH3:22])([CH3:21])[CH3:20])=[O:17])(=O)=O. Product: [N:1]([CH2:10][C@@H:11]([NH:23][C:24]([O:26][C:27]([CH3:28])([CH3:30])[CH3:29])=[O:25])[CH2:12][CH2:13][CH2:14][NH:15][C:16](=[O:17])[O:18][C:19]([CH3:20])([CH3:21])[CH3:22])=[N+:2]=[N-:3]. The catalyst class is: 9. (9) Reactant: [OH:1][C@H:2]1[CH2:19][CH2:18][C@@:17]2([CH3:20])[C@@H:4]([CH2:5][CH2:6][C@:7]3([CH3:38])[C@@H:16]2[CH2:15][CH2:14][C@H:13]2[C@@:8]3([CH3:37])[CH2:9][CH2:10][C@@:11]3([C:27]([O:29][CH2:30][C:31]4[CH:36]=[CH:35][CH:34]=[CH:33][CH:32]=4)=[O:28])[CH2:23][CH2:22][C@@H:21]([C:24]([CH3:26])=[CH2:25])[C@@H:12]32)[C:3]1([CH3:40])[CH3:39].C1C=C[NH+]=CC=1.[O-][Cr](Cl)(=O)=O. Product: [CH3:37][C@:8]12[C@@:7]3([CH3:38])[C@@H:16]([C@:17]4([CH3:20])[C@@H:4]([CH2:5][CH2:6]3)[C:3]([CH3:39])([CH3:40])[C:2](=[O:1])[CH2:19][CH2:18]4)[CH2:15][CH2:14][C@@H:13]1[C@H:12]1[C@H:21]([C:24]([CH3:26])=[CH2:25])[CH2:22][CH2:23][C@:11]1([C:27]([O:29][CH2:30][C:31]1[CH:32]=[CH:33][CH:34]=[CH:35][CH:36]=1)=[O:28])[CH2:10][CH2:9]2. The catalyst class is: 2.